This data is from Reaction yield outcomes from USPTO patents with 853,638 reactions. The task is: Predict the reaction yield, written as a fraction of the theoretical maximum amount of product (1.0 means a 100% yield; for example, 0.34 means a 34% yield). The reactants are Br[C:2]1[CH:3]=[C:4]([CH:7]=[C:8](Br)[CH:9]=1)[CH:5]=O.[C:11]([C:14]1[CH:19]=[CH:18][CH:17]=[CH:16][N:15]=1)(=O)[CH3:12].[I-].BrC1N=C(C(=O)C[N+:30]2[CH:35]=[CH:34][CH:33]=[CH:32][CH:31]=2)C=CC=1.BrC1N=[C:42]([C:44]2[CH:49]=[C:48]([C:50]3[CH:55]=[C:54](Br)[CH:53]=[C:52](Br)[CH:51]=3)[CH:47]=[C:46]([C:58]3[CH:63]=[CH:62][CH:61]=[CH:60]N=3)N=2)C=CC=1.[CH:64]1C2C3C=CC=CC=3NC=2C=CN=1.BrC1C=C(C2C=C(C3C=CC=CN=3)N=C(C3C=[CH:101][CH:100]=[C:99]([N:103]4C5C=CC=CC=5[C:105]5[CH:112]=[N:113][CH:114]=C[C:104]4=5)[N:98]=3)C=2)C=C(Br)C=1.C1(B(O)O)C=CC=CC=1.C(=O)([O-])[O-].[K+].[K+]. The catalyst is C1C=CC([P]([Pd]([P](C2C=CC=CC=2)(C2C=CC=CC=2)C2C=CC=CC=2)([P](C2C=CC=CC=2)(C2C=CC=CC=2)C2C=CC=CC=2)[P](C2C=CC=CC=2)(C2C=CC=CC=2)C2C=CC=CC=2)(C2C=CC=CC=2)C2C=CC=CC=2)=CC=1.C(O)C.C1(C)C=CC=CC=1. The product is [CH:114]1[C:5]2[C:4]3[CH:7]=[CH:8][CH:9]=[CH:2][C:3]=3[N:103]([C:99]3[N:98]=[C:11]([C:14]4[CH:19]=[C:18]([C:44]5[CH:42]=[C:46]([C:58]6[CH:63]=[CH:62][CH:61]=[CH:60][CH:64]=6)[CH:47]=[C:48]([C:50]6[CH:51]=[CH:52][CH:53]=[CH:54][CH:55]=6)[CH:49]=5)[CH:17]=[C:16]([C:35]5[CH:34]=[CH:33][CH:32]=[CH:31][N:30]=5)[N:15]=4)[CH:12]=[CH:101][CH:100]=3)[C:104]=2[CH:105]=[CH:112][N:113]=1. The yield is 0.410.